Dataset: Full USPTO retrosynthesis dataset with 1.9M reactions from patents (1976-2016). Task: Predict the reactants needed to synthesize the given product. (1) Given the product [Si:21]([O:20][CH2:19][CH2:18][N:11]1[CH:10]=[C:9]([B:7]2[O:8][C:4]([CH3:16])([CH3:3])[C:5]([CH3:15])([CH3:14])[O:6]2)[CH:13]=[N:12]1)([C:24]([CH3:27])([CH3:26])[CH3:25])([CH3:23])[CH3:22], predict the reactants needed to synthesize it. The reactants are: [H-].[Na+].[CH3:3][C:4]1([CH3:16])[O:8][B:7]([C:9]2[CH:10]=[N:11][NH:12][CH:13]=2)[O:6][C:5]1([CH3:15])[CH3:14].Br[CH2:18][CH2:19][O:20][Si:21]([C:24]([CH3:27])([CH3:26])[CH3:25])([CH3:23])[CH3:22]. (2) Given the product [CH3:1][O:2][C:3]([C:5]1[CH:6]=[C:7]2[C:11](=[CH:12][CH:13]=1)[N:10]([CH2:14][C:15]1[CH:19]=[C:18]([C:20]3[S:21][C:22]([Cl:25])=[CH:23][CH:24]=3)[O:17][N:16]=1)[C:9]([C:26]([OH:28])=[O:27])=[CH:8]2)=[O:4], predict the reactants needed to synthesize it. The reactants are: [CH3:1][O:2][C:3]([C:5]1[CH:6]=[C:7]2[C:11](=[CH:12][CH:13]=1)[N:10]([CH2:14][C:15]1[CH:19]=[C:18]([C:20]3[S:21][C:22]([Cl:25])=[CH:23][CH:24]=3)[O:17][N:16]=1)[C:9]([C:26]([O:28]C(C)(C)C)=[O:27])=[CH:8]2)=[O:4].C1(C)C=CC=CC=1. (3) Given the product [Si:8]([O:7][CH2:6][C:5]1[CH:15]=[CH:16][C:2]([CH2:20][CH:21]([OH:19])[CH3:22])=[CH:3][CH:4]=1)([C:11]([CH3:14])([CH3:13])[CH3:12])([CH3:10])[CH3:9], predict the reactants needed to synthesize it. The reactants are: Br[C:2]1[CH:16]=[CH:15][C:5]([CH2:6][O:7][Si:8]([C:11]([CH3:14])([CH3:13])[CH3:12])([CH3:10])[CH3:9])=[CH:4][CH:3]=1.II.[O:19]1[CH:21]([CH3:22])[CH2:20]1.[NH4+].[Cl-]. (4) Given the product [ClH:12].[OH:5][CH2:4][CH2:3][CH2:2][N:27]1[CH2:28][CH2:29][CH:24]([NH:23][C:18]2[CH:19]=[CH:20][CH:21]=[C:22]3[C:17]=2[CH:16]=[CH:15][N:14]=[CH:13]3)[CH2:25][CH2:26]1, predict the reactants needed to synthesize it. The reactants are: Br[CH2:2][CH2:3][CH2:4][O:5][CH:4]1[CH2:3][CH2:2]CC[O:5]1.[ClH:12].[CH:13]1[C:22]2[C:17](=[C:18]([NH:23][CH:24]3[CH2:29][CH2:28][NH:27][CH2:26][CH2:25]3)[CH:19]=[CH:20][CH:21]=2)[CH:16]=[CH:15][N:14]=1. (5) Given the product [O:28]=[C:27]1[C:21]2[C:22]3[CH:13]([CH2:12][CH2:11][NH:10][C:8](=[O:9])[CH2:7][C:1]4[CH:6]=[CH:5][CH:4]=[CH:3][CH:2]=4)[CH2:14][CH2:15][O:16][C:17]=3[CH:18]=[CH:19][C:20]=2[C:23](=[O:24])[NH:25][CH2:26]1, predict the reactants needed to synthesize it. The reactants are: [C:1]1([CH2:7][C:8]([NH:10][CH2:11][CH2:12][CH:13]2[C:22]3[C:17](=[CH:18][CH:19]=[C:20]([C:23]([NH:25][CH2:26][C:27](Cl)=[O:28])=[O:24])[CH:21]=3)[O:16][CH2:15][CH2:14]2)=[O:9])[CH:6]=[CH:5][CH:4]=[CH:3][CH:2]=1.[Cl-].[Al+3].[Cl-].[Cl-].Cl. (6) Given the product [Na+:38].[C:1]([C:3]1[CH:4]=[C:5]([C:13]2[O:17][N:16]=[C:15]([C:18]3[CH:36]=[CH:35][C:21]4[CH2:22][CH2:23][N:24]([CH2:27][CH2:28][CH2:29][C:30]([O-:32])=[O:31])[CH2:25][CH2:26][C:20]=4[CH:19]=3)[N:14]=2)[CH:6]=[CH:7][C:8]=1[O:9][CH:10]([CH3:11])[CH3:12])#[N:2], predict the reactants needed to synthesize it. The reactants are: [C:1]([C:3]1[CH:4]=[C:5]([C:13]2[O:17][N:16]=[C:15]([C:18]3[CH:36]=[CH:35][C:21]4[CH2:22][CH2:23][N:24]([CH2:27][CH2:28][CH2:29][C:30]([O:32]CC)=[O:31])[CH2:25][CH2:26][C:20]=4[CH:19]=3)[N:14]=2)[CH:6]=[CH:7][C:8]=1[O:9][CH:10]([CH3:12])[CH3:11])#[N:2].[OH-].[Na+:38].